Task: Binary Classification. Given a drug SMILES string, predict its activity (active/inactive) in a high-throughput screening assay against a specified biological target.. Dataset: HIV replication inhibition screening data with 41,000+ compounds from the AIDS Antiviral Screen (1) The drug is CC(=O)Nc1ccccc1S(=O)c1ccccc1. The result is 0 (inactive). (2) The compound is S=c1[nH]n2c(CCCCCCCCc3nnc4sc(=S)[nH]n34)nnc2s1. The result is 1 (active).